The task is: Predict the product of the given reaction.. This data is from Forward reaction prediction with 1.9M reactions from USPTO patents (1976-2016). (1) Given the reactants [CH3:1][O:2][C:3]1[CH:10]=[C:9]([CH2:11][CH:12]=C)[CH:8]=[CH:7][C:4]=1[C:5]#[N:6].Cl.[N:15]1([C:21](=[O:34])[CH2:22][C:23]2[CH:28]=[CH:27][C:26]([N:29]3[CH:33]=[N:32][N:31]=[N:30]3)=[CH:25][CH:24]=2)[CH2:20][CH2:19][NH:18][CH2:17][CH2:16]1.C([BH3-])#N.[Na+], predict the reaction product. The product is: [CH3:1][O:2][C:3]1[CH:10]=[C:9]([CH2:11][CH2:12][N:18]2[CH2:17][CH2:16][N:15]([C:21](=[O:34])[CH2:22][C:23]3[CH:24]=[CH:25][C:26]([N:29]4[CH:33]=[N:32][N:31]=[N:30]4)=[CH:27][CH:28]=3)[CH2:20][CH2:19]2)[CH:8]=[CH:7][C:4]=1[C:5]#[N:6]. (2) Given the reactants C[O:2][C:3]12[CH2:9][C:6]([CH2:10][CH2:11][CH:12]([CH3:18])[C:13]([O:15][CH2:16][CH3:17])=[O:14])([CH2:7][CH2:8]1)[CH2:5][CH2:4]2.[Si](I)(C)(C)C, predict the reaction product. The product is: [OH:2][C:3]12[CH2:9][C:6]([CH2:10][CH2:11][CH:12]([CH3:18])[C:13]([O:15][CH2:16][CH3:17])=[O:14])([CH2:5][CH2:4]1)[CH2:7][CH2:8]2. (3) Given the reactants [CH3:1][O:2][C:3]1[C:4]([O:25][CH3:26])=[CH:5][C:6]2[NH:12][C:11](=[O:13])[CH2:10][N:9]=[C:8]([C:14]3[CH:19]=[CH:18][CH:17]=[C:16]([C:20]([F:23])([F:22])[F:21])[CH:15]=3)[C:7]=2[CH:24]=1.IC.Br[CH2:30][CH2:31][CH3:32], predict the reaction product. The product is: [F:21][C:20]([F:23])([F:22])[C:16]1[CH:15]=[C:14]([C:8]2[C:7]3[CH:24]=[C:3]([O:2][CH3:1])[C:4]([O:25][CH3:26])=[CH:5][C:6]=3[N:12]([CH2:30][CH2:31][CH3:32])[C:11](=[O:13])[CH2:10][N:9]=2)[CH:19]=[CH:18][CH:17]=1.